Predict the reaction yield, written as a fraction of the theoretical maximum amount of product (1.0 means a 100% yield; for example, 0.34 means a 34% yield). From a dataset of Reaction yield outcomes from USPTO patents with 853,638 reactions. The reactants are [OH-].[Na+].[Br-].[O:4]=[C:5]([C:26]1[CH:31]=[CH:30][N:29]=[CH:28][CH:27]=1)[CH2:6][P+:7]([C:20]1[CH:25]=[CH:24][CH:23]=[CH:22][CH:21]=1)([C:14]1[CH:19]=[CH:18][CH:17]=[CH:16][CH:15]=1)[C:8]1[CH:13]=[CH:12][CH:11]=[CH:10][CH:9]=1. The catalyst is CO. The product is [N:29]1[CH:30]=[CH:31][C:26]([C:5](=[O:4])[CH:6]=[P:7]([C:20]2[CH:25]=[CH:24][CH:23]=[CH:22][CH:21]=2)([C:8]2[CH:9]=[CH:10][CH:11]=[CH:12][CH:13]=2)[C:14]2[CH:19]=[CH:18][CH:17]=[CH:16][CH:15]=2)=[CH:27][CH:28]=1. The yield is 0.360.